From a dataset of Catalyst prediction with 721,799 reactions and 888 catalyst types from USPTO. Predict which catalyst facilitates the given reaction. Reactant: C[O:2][C:3](=O)[C:4]1[CH:9]=[CH:8][C:7]([CH2:10][OH:11])=[CH:6][C:5]=1[OH:12].Cl.[NH2:15][OH:16].CO.C[O-].[Na+].CO. Product: [OH:16][NH:15][C:3](=[O:2])[C:4]1[CH:9]=[CH:8][C:7]([CH2:10][OH:11])=[CH:6][C:5]=1[OH:12]. The catalyst class is: 6.